This data is from Forward reaction prediction with 1.9M reactions from USPTO patents (1976-2016). The task is: Predict the product of the given reaction. (1) Given the reactants [NH2:1][C:2]1[CH:3]=[C:4]([N:8]2[C:13](=[O:14])[C:12]([CH2:15][C:16]3[CH:21]=[CH:20][CH:19]=[CH:18][CH:17]=3)=[N:11][C:10]3[CH:22]=[CH:23][CH:24]=[N:25][C:9]2=3)[CH:5]=[CH:6][CH:7]=1.[CH2:26]([S:33](Cl)(=[O:35])=[O:34])[C:27]1[CH:32]=[CH:31][CH:30]=[CH:29][CH:28]=1.N1C=CC=CC=1.C(OCC)(=O)C, predict the reaction product. The product is: [CH2:26]([S:33]([NH:1][C:2]1[CH:3]=[C:4]([N:8]2[C:13](=[O:14])[C:12]([CH2:15][C:16]3[CH:21]=[CH:20][CH:19]=[CH:18][CH:17]=3)=[N:11][C:10]3[CH:22]=[CH:23][CH:24]=[N:25][C:9]2=3)[CH:5]=[CH:6][CH:7]=1)(=[O:35])=[O:34])[C:27]1[CH:32]=[CH:31][CH:30]=[CH:29][CH:28]=1. (2) Given the reactants [CH:1]([O:4][C:5]([N:7]1[C:16]2[C:11](=[CH:12][C:13]([C:17]([F:20])([F:19])[F:18])=[CH:14][CH:15]=2)[C@@H:10]([NH:21]C(OCC2C=CC=CC=2)=O)[CH2:9][C@H:8]1[CH2:32][CH3:33])=[O:6])([CH3:3])[CH3:2], predict the reaction product. The product is: [CH:1]([O:4][C:5]([N:7]1[C:16]2[C:11](=[CH:12][C:13]([C:17]([F:18])([F:19])[F:20])=[CH:14][CH:15]=2)[C@@H:10]([NH2:21])[CH2:9][C@H:8]1[CH2:32][CH3:33])=[O:6])([CH3:3])[CH3:2]. (3) Given the reactants [CH3:1][O-:2].[Na+].Cl[C:5]1[C:10]([O:11][CH3:12])=[CH:9][C:8]([N+:13]([O-:15])=[O:14])=[CH:7][N:6]=1, predict the reaction product. The product is: [CH3:1][O:2][C:5]1[C:10]([O:11][CH3:12])=[CH:9][C:8]([N+:13]([O-:15])=[O:14])=[CH:7][N:6]=1. (4) Given the reactants [CH3:1][O:2][C:3]1[CH:4]=[C:5]2[C:9](=[CH:10][CH:11]=1)[NH:8][CH:7]=[C:6]2CC(O)=O.[OH-].[K+].[CH3:18]I.[C:20]([O:23][CH2:24]C)(=[O:22])[CH3:21], predict the reaction product. The product is: [CH3:1][O:2][C:3]1[CH:4]=[C:5]2[C:9](=[CH:10][CH:11]=1)[N:8]([CH3:18])[CH:7]=[C:6]2[CH2:21][C:20]([O:23][CH3:24])=[O:22]. (5) Given the reactants [CH3:1][O:2][C:3]1([C:9]2[CH:10]=[C:11](CBr)[CH:12]=[CH:13][CH:14]=2)[CH2:8][CH2:7][O:6][CH2:5][CH2:4]1.[SH:17][CH2:18][CH2:19][C:20]([O:22][CH3:23])=[O:21].[CH2:24]1CCN2C(=NCCC2)CC1, predict the reaction product. The product is: [CH3:1][O:2][C:3]1([CH:9]([C:10]2[CH:11]=[CH:12][CH:13]=[CH:14][CH:24]=2)[S:17][CH2:18][CH2:19][C:20]([O:22][CH3:23])=[O:21])[CH2:4][CH2:5][O:6][CH2:7][CH2:8]1.